The task is: Predict which catalyst facilitates the given reaction.. This data is from Catalyst prediction with 721,799 reactions and 888 catalyst types from USPTO. (1) Reactant: [Br:1][C:2]1[CH:7]=[C:6]2[NH:8][C:9](=[O:42])[C:10]3([CH:15]([C:16]4[CH:21]=[C:20]([Cl:22])[CH:19]=[CH:18][C:17]=4[O:23][C:24]([CH2:31][CH3:32])([C:27]([O:29]C)=[O:28])[CH2:25][CH3:26])[CH2:14][C:13](=[O:33])[NH:12][CH:11]3[C:34]3[CH:39]=[C:38]([F:40])[CH:37]=[CH:36][C:35]=3[CH3:41])[C:5]2=[CH:4][CH:3]=1.O[Li].O.O. Product: [Br:1][C:2]1[CH:7]=[C:6]2[NH:8][C:9](=[O:42])[C:10]3([CH:15]([C:16]4[CH:21]=[C:20]([Cl:22])[CH:19]=[CH:18][C:17]=4[O:23][C:24]([C:27]([OH:29])=[O:28])([CH2:31][CH3:32])[CH2:25][CH3:26])[CH2:14][C:13](=[O:33])[NH:12][CH:11]3[C:34]3[CH:39]=[C:38]([F:40])[CH:37]=[CH:36][C:35]=3[CH3:41])[C:5]2=[CH:4][CH:3]=1. The catalyst class is: 5. (2) Reactant: [NH2:1][C:2]1[C:3]([C:25]#[N:26])=[C:4]([CH:22]=[CH:23][CH:24]=1)[O:5][CH2:6][C:7]1([C:14]([NH:16][CH:17]2[CH2:21][CH2:20][CH2:19][CH2:18]2)=[O:15])[CH2:12][CH2:11][CH2:10][NH:9][C:8]1=[O:13].[NH2:27][OH:28]. Product: [NH2:1][C:2]1[C:3]([C:25](=[NH:26])[NH:27][OH:28])=[C:4]([CH:22]=[CH:23][CH:24]=1)[O:5][CH2:6][C:7]1([C:14]([NH:16][CH:17]2[CH2:21][CH2:20][CH2:19][CH2:18]2)=[O:15])[CH2:12][CH2:11][CH2:10][NH:9][C:8]1=[O:13]. The catalyst class is: 14. (3) Reactant: [Br:1][C:2]1[CH:7]=[CH:6][C:5]([C:8](=[NH:10])[NH2:9])=[CH:4][CH:3]=1.CN(C)/[CH:13]=[CH:14]/[C:15](=O)[C:16]([O:20][CH3:21])([O:18][CH3:19])[CH3:17]. Product: [Br:1][C:2]1[CH:7]=[CH:6][C:5]([C:8]2[N:9]=[C:15]([C:16]([O:20][CH3:21])([O:18][CH3:19])[CH3:17])[CH:14]=[CH:13][N:10]=2)=[CH:4][CH:3]=1. The catalyst class is: 8. (4) Reactant: [NH2:1][C:2]1[S:3][CH:4]=[CH:5][C:6]=1[C:7]([NH2:9])=[O:8].CCN(CC)CC.[C:17](Cl)(=[O:24])[C:18]1[CH:23]=[CH:22][CH:21]=[N:20][CH:19]=1. Product: [C:7]([C:6]1[CH:5]=[CH:4][S:3][C:2]=1[NH:1][C:17](=[O:24])[C:18]1[CH:23]=[CH:22][CH:21]=[N:20][CH:19]=1)(=[O:8])[NH2:9]. The catalyst class is: 1. (5) Reactant: O[CH2:2][C:3]1([C:6]2[C:11]([O:12][CH2:13][O:14][CH3:15])=[CH:10][CH:9]=[CH:8][C:7]=2[CH2:16][OH:17])[CH2:5][CH2:4]1.[Li]CCCC.CCCCCC.S(Cl)(C1C=CC(C)=CC=1)(=O)=O. Product: [CH3:15][O:14][CH2:13][O:12][C:11]1[C:6]2[C:3]3([CH2:2][O:17][CH2:16][C:7]=2[CH:8]=[CH:9][CH:10]=1)[CH2:4][CH2:5]3. The catalyst class is: 7. (6) Reactant: Cl.[NH2:2][CH:3]1[CH2:8][CH2:7][N:6]([C:9](=O)[C:10]([F:19])([F:18])[C:11]2[CH:12]=[N:13][C:14]([CH3:17])=[CH:15][CH:16]=2)[CH2:5][CH2:4]1.B. Product: [F:19][C:10]([F:18])([C:11]1[CH:12]=[N:13][C:14]([CH3:17])=[CH:15][CH:16]=1)[CH2:9][N:6]1[CH2:5][CH2:4][CH:3]([NH2:2])[CH2:8][CH2:7]1. The catalyst class is: 1.